This data is from Full USPTO retrosynthesis dataset with 1.9M reactions from patents (1976-2016). The task is: Predict the reactants needed to synthesize the given product. (1) Given the product [C:64]([O:68][C:69]([N:71]1[CH:72]2[CH2:78][CH2:77][CH:76]1[CH2:75][N:74]([C:21]([C:20]1[CH:19]=[N:18][C:17]([NH:16][C:13]3[N:14]=[CH:15][C:10]4[CH:9]=[C:8]([C:26](=[O:30])[N:27]([CH3:29])[CH3:28])[N:7]([CH:1]5[CH2:6][CH2:5][CH2:4][CH2:3][CH2:2]5)[C:11]=4[N:12]=3)=[CH:25][CH:24]=1)=[O:22])[CH2:73]2)=[O:70])([CH3:67])([CH3:65])[CH3:66], predict the reactants needed to synthesize it. The reactants are: [CH:1]1([N:7]2[C:11]3[N:12]=[C:13]([NH:16][C:17]4[CH:25]=[CH:24][C:20]([C:21](O)=[O:22])=[CH:19][N:18]=4)[N:14]=[CH:15][C:10]=3[CH:9]=[C:8]2[C:26](=[O:30])[N:27]([CH3:29])[CH3:28])[CH2:6][CH2:5][CH2:4][CH2:3][CH2:2]1.CCN(C(C)C)C(C)C.CN(C(ON1N=NC2C=CC=CC1=2)=[N+](C)C)C.F[P-](F)(F)(F)(F)F.[C:64]([O:68][C:69]([N:71]1[CH:76]2[CH2:77][CH2:78][CH:72]1[CH2:73][NH:74][CH2:75]2)=[O:70])([CH3:67])([CH3:66])[CH3:65]. (2) The reactants are: [H-].[Na+].[CH3:3][C@H:4]1[CH2:9][CH2:8][CH2:7][C@@H:6]([CH3:10])[N:5]1[CH2:11][CH2:12][NH:13][C:14]([C@@H:16]1[CH2:21][CH2:20][CH2:19][CH2:18][N:17]1[C:22]1[O:23][C:24]2[CH:30]=[C:29]([OH:31])[CH:28]=[CH:27][C:25]=2[N:26]=1)=[O:15].I[CH:33]([CH3:35])[CH3:34]. Given the product [CH3:10][C@H:6]1[CH2:7][CH2:8][CH2:9][C@@H:4]([CH3:3])[N:5]1[CH2:11][CH2:12][NH:13][C:14]([C@@H:16]1[CH2:21][CH2:20][CH2:19][CH2:18][N:17]1[C:22]1[O:23][C:24]2[CH:30]=[C:29]([O:31][CH:33]([CH3:35])[CH3:34])[CH:28]=[CH:27][C:25]=2[N:26]=1)=[O:15], predict the reactants needed to synthesize it. (3) Given the product [CH2:14]([O:16][C:17]([N:19]1[C:28]2[C:23](=[CH:24][C:25]([C:29]([F:32])([F:30])[F:31])=[CH:26][CH:27]=2)[C@@H:22]([C@H:9]([C:10]#[N:11])[C:4]2[CH:3]=[C:2]([Cl:1])[CH:7]=[C:6]([Cl:8])[CH:5]=2)[CH2:21][C@H:20]1[CH2:34][CH3:35])=[O:18])[CH3:15], predict the reactants needed to synthesize it. The reactants are: [Cl:1][C:2]1[CH:3]=[C:4]([CH2:9][C:10]#[N:11])[CH:5]=[C:6]([Cl:8])[CH:7]=1.[H-].[Na+].[CH2:14]([O:16][C:17]([N:19]1[C:28]2[C:23](=[CH:24][C:25]([C:29]([F:32])([F:31])[F:30])=[CH:26][CH:27]=2)[CH:22](Br)[CH2:21][C@H:20]1[CH2:34][CH3:35])=[O:18])[CH3:15].O. (4) Given the product [ClH:28].[ClH:28].[NH2:8][CH:9]([C:14]1[CH:19]=[CH:18][C:17]([O:20][CH2:21][CH2:22][N:23]2[CH2:24][CH2:25][CH2:26][CH2:27]2)=[CH:16][CH:15]=1)[C:10]([O:12][CH3:13])=[O:11], predict the reactants needed to synthesize it. The reactants are: C(OC([NH:8][CH:9]([C:14]1[CH:19]=[CH:18][C:17]([O:20][CH2:21][CH2:22][N:23]2[CH2:27][CH2:26][CH2:25][CH2:24]2)=[CH:16][CH:15]=1)[C:10]([O:12][CH3:13])=[O:11])=O)(C)(C)C.[Cl:28]CCl. (5) Given the product [NH2:8][CH2:9][CH:10]1[CH:11]2[CH2:17][CH2:16][CH:15]1[CH2:14][N:13]([C:18]([O:20][CH2:21][C:22]1[CH:23]=[CH:24][CH:25]=[CH:26][CH:27]=1)=[O:19])[CH2:12]2, predict the reactants needed to synthesize it. The reactants are: C(OC([NH:8][CH2:9][CH:10]1[CH:15]2[CH2:16][CH2:17][CH:11]1[CH2:12][N:13]([C:18]([O:20][CH2:21][C:22]1[CH:27]=[CH:26][CH:25]=[CH:24][CH:23]=1)=[O:19])[CH2:14]2)=O)(C)(C)C.Cl.[OH-].[Na+]. (6) Given the product [CH2:38]1[O:39][C:33]2[CH:32]=[C:31]3[C:36]([C:27]([N:26]([CH2:25][CH2:24][N:23]([CH2:40][CH3:41])[CH2:21][CH3:22])[C:10](=[O:12])[C:9]4[CH:13]=[C:14]([O:19][CH3:20])[C:15]([O:17][CH3:18])=[CH:16][C:8]=4[I:7])=[CH:28][CH:29]=[N:30]3)=[CH:35][C:34]=2[O:37]1, predict the reactants needed to synthesize it. The reactants are: C(Cl)(=O)C(Cl)=O.[I:7][C:8]1[CH:16]=[C:15]([O:17][CH3:18])[C:14]([O:19][CH3:20])=[CH:13][C:9]=1[C:10]([OH:12])=O.[CH2:21]([N:23]([CH2:40][CH3:41])[CH2:24][CH2:25][NH:26][C:27]1[C:36]2[C:31](=[CH:32][C:33]3[O:39][CH2:38][O:37][C:34]=3[CH:35]=2)[N:30]=[CH:29][CH:28]=1)[CH3:22].C(N(CC)CC)C.